Dataset: TCR-epitope binding with 47,182 pairs between 192 epitopes and 23,139 TCRs. Task: Binary Classification. Given a T-cell receptor sequence (or CDR3 region) and an epitope sequence, predict whether binding occurs between them. (1) The epitope is KLFIRQEEV. The TCR CDR3 sequence is CASSHKDREKSSPLHF. Result: 0 (the TCR does not bind to the epitope). (2) The epitope is WICLLQFAY. The TCR CDR3 sequence is CASSLTADTQYF. Result: 1 (the TCR binds to the epitope). (3) The epitope is CTELKLSDY. The TCR CDR3 sequence is CASSESKDSPYEQYF. Result: 0 (the TCR does not bind to the epitope).